From a dataset of Reaction yield outcomes from USPTO patents with 853,638 reactions. Predict the reaction yield, written as a fraction of the theoretical maximum amount of product (1.0 means a 100% yield; for example, 0.34 means a 34% yield). (1) The reactants are [Br:1][C:2]1[CH:7]=[C:6]([C:8]([CH3:11])([CH3:10])[CH3:9])[CH:5]=[CH:4][C:3]=1[NH2:12].[N+:13]([O-])([O-:15])=[O:14].[K+]. The catalyst is OS(O)(=O)=O. The product is [Br:1][C:2]1[CH:7]=[C:6]([C:8]([CH3:9])([CH3:11])[CH3:10])[C:5]([N+:13]([O-:15])=[O:14])=[CH:4][C:3]=1[NH2:12]. The yield is 0.780. (2) The reactants are [S:1]1[CH:5]=[C:4]([C:6]([OH:8])=[O:7])[N:3]=[CH:2]1.C(N1C=CN=C1)(N1C=CN=C1)=O.[C:21](O)([CH3:24])([CH3:23])[CH3:22].C1CCN2C(=NCCC2)CC1.Cl. The catalyst is CN(C=O)C.O. The product is [S:1]1[CH:5]=[C:4]([C:6]([O:8][C:21]([CH3:24])([CH3:23])[CH3:22])=[O:7])[N:3]=[CH:2]1. The yield is 0.470. (3) The reactants are Br[C:2]1[CH:7]=[CH:6][CH:5]=[CH:4][C:3]=1[C:8]1[CH:13]=[CH:12][CH:11]=[CH:10][CH:9]=1.C([Li])CCC.[S:19](Cl)([Cl:22])(=[O:21])=[O:20]. The catalyst is CCOCC.C(OCC)(=O)C. The product is [C:3]1([C:8]2[CH:13]=[CH:12][CH:11]=[CH:10][CH:9]=2)[C:2]([S:19]([Cl:22])(=[O:21])=[O:20])=[CH:7][CH:6]=[CH:5][CH:4]=1. The yield is 0.510. (4) The reactants are [CH2:1]([O:3][C:4](=[O:25])[C:5](=O)[CH2:6][C:7]([C:9]1[CH:13]=[CH:12][N:11]([S:14]([C:17]2[CH:22]=[CH:21][C:20]([CH3:23])=[CH:19][CH:18]=2)(=[O:16])=[O:15])[N:10]=1)=O)[CH3:2].[NH:26]([C:28]1[CH:29]=[CH:30][C:31]([O:34][CH3:35])=[N:32][CH:33]=1)[NH2:27].C(OCC)(=O)C.C(=O)([O-])O.[Na+]. The catalyst is C(O)C. The product is [CH2:1]([O:3][C:4]([C:5]1[CH:6]=[C:7]([C:9]2[CH:13]=[CH:12][N:11]([S:14]([C:17]3[CH:22]=[CH:21][C:20]([CH3:23])=[CH:19][CH:18]=3)(=[O:16])=[O:15])[N:10]=2)[N:26]([C:28]2[CH:33]=[N:32][C:31]([O:34][CH3:35])=[CH:30][CH:29]=2)[N:27]=1)=[O:25])[CH3:2]. The yield is 0.390. (5) The reactants are Cl[C:2]1[C:11]2[C:6](=[CH:7][C:8]([O:16][CH2:17][C:18]3[CH:23]=[CH:22][C:21]([O:24][CH3:25])=[CH:20][C:19]=3[O:26][CH3:27])=[CH:9][C:10]=2[O:12][CH:13]([CH3:15])[CH3:14])[N:5]=[CH:4][N:3]=1.[NH2:28][C:29]1[C:34]([Cl:35])=[CH:33][N:32]=[C:31]2[O:36][CH2:37][O:38][C:30]=12. No catalyst specified. The product is [Cl:35][C:34]1[C:29]([NH:28][C:2]2[C:11]3[C:6](=[CH:7][C:8]([O:16][CH2:17][C:18]4[CH:23]=[CH:22][C:21]([O:24][CH3:25])=[CH:20][C:19]=4[O:26][CH3:27])=[CH:9][C:10]=3[O:12][CH:13]([CH3:15])[CH3:14])[N:5]=[CH:4][N:3]=2)=[C:30]2[O:38][CH2:37][O:36][C:31]2=[N:32][CH:33]=1. The yield is 0.750.